From a dataset of Full USPTO retrosynthesis dataset with 1.9M reactions from patents (1976-2016). Predict the reactants needed to synthesize the given product. (1) Given the product [CH2:1]([C@@:5]1([CH2:43][CH3:44])[NH:11][C@H:10]([C:12]2[CH:13]=[CH:14][CH:15]=[CH:16][CH:17]=2)[C:9]2[CH:18]=[C:19]([O:39][CH3:40])[C:20]([CH2:22][CH2:23][C:24]([N:26]([CH2:33][C:34]([OH:36])=[O:35])[CH2:27][C:28]([OH:30])=[O:29])=[O:25])=[CH:21][C:8]=2[S:7](=[O:42])(=[O:41])[CH2:6]1)[CH2:2][CH2:3][CH3:4], predict the reactants needed to synthesize it. The reactants are: [CH2:1]([C@@:5]1([CH2:43][CH3:44])[NH:11][C@H:10]([C:12]2[CH:17]=[CH:16][CH:15]=[CH:14][CH:13]=2)[C:9]2[CH:18]=[C:19]([O:39][CH3:40])[C:20]([CH2:22][CH2:23][C:24]([N:26]([CH2:33][C:34]([O:36]CC)=[O:35])[CH2:27][C:28]([O:30]CC)=[O:29])=[O:25])=[CH:21][C:8]=2[S:7](=[O:42])(=[O:41])[CH2:6]1)[CH2:2][CH2:3][CH3:4].[OH-].[Li+].Cl. (2) Given the product [CH3:45][C:46]1[N:51]=[C:50]([NH:52][C:6](=[O:7])[N:8]([CH3:12])[CH2:9][CH2:10][CH2:30][O:29][C:17]2[CH:18]=[CH:19][C:20]3[C:21]([C:25]([F:27])([F:28])[F:26])=[N:22][O:23][C:24]=3[C:16]=2[CH2:13][CH2:14][CH3:15])[CH:49]=[CH:48][CH:47]=1, predict the reactants needed to synthesize it. The reactants are: C1N=CN([C:6]([N:8]2[CH:12]=N[CH:10]=[CH:9]2)=[O:7])C=1.[CH2:13]([C:16]1[C:24]2[O:23][N:22]=[C:21]([C:25]([F:28])([F:27])[F:26])[C:20]=2[CH:19]=[CH:18][C:17]=1[O:29][CH2:30]CCNC)[CH2:14][CH3:15].[Li+].C[Si]([N-][Si](C)(C)C)(C)C.[CH3:45][C:46]1[N:51]=[C:50]([NH2:52])[CH:49]=[CH:48][CH:47]=1.[NH4+].[Cl-]. (3) Given the product [Cl:16][C:14]1[CH:13]=[CH:12][C:11]2[N:6]([CH2:5][CH2:4][C:3]([OH:21])=[O:2])[C:7](=[O:20])[CH:8]([CH:17]([CH3:19])[CH3:18])[O:9][C:10]=2[CH:15]=1, predict the reactants needed to synthesize it. The reactants are: C[O:2][C:3](=[O:21])[CH2:4][CH2:5][N:6]1[C:11]2[CH:12]=[CH:13][C:14]([Cl:16])=[CH:15][C:10]=2[O:9][CH:8]([CH:17]([CH3:19])[CH3:18])[C:7]1=[O:20].[OH-].[Na+]. (4) Given the product [CH3:1][C:2]1[CH:25]=[CH:24][C:23]([CH3:26])=[CH:22][C:3]=1[CH2:4][O:5][C:6]1[CH:21]=[CH:20][CH:19]=[CH:18][C:7]=1[CH2:8][C:9]1[C:10]([O:17][C@@H:38]2[O:39][C@H:34]([CH2:33][O:32][C:30](=[O:31])[CH3:29])[C@@H:35]([O:49][C:50](=[O:51])[CH3:52])[C@H:36]([O:45][C:46](=[O:47])[CH3:48])[C@H:37]2[O:41][C:42](=[O:43])[CH3:44])=[N:11][NH:12][C:13]=1[CH:14]([CH3:16])[CH3:15], predict the reactants needed to synthesize it. The reactants are: [CH3:1][C:2]1[CH:25]=[CH:24][C:23]([CH3:26])=[CH:22][C:3]=1[CH2:4][O:5][C:6]1[CH:21]=[CH:20][CH:19]=[CH:18][C:7]=1[CH2:8][C:9]1[C:10](=[O:17])[NH:11][NH:12][C:13]=1[CH:14]([CH3:16])[CH3:15].[H-].[Na+].[CH3:29][C:30]([O:32][CH2:33][C@H:34]1[O:39][C@H:38](Br)[C@H:37]([O:41][C:42]([CH3:44])=[O:43])[C@@H:36]([O:45][C:46]([CH3:48])=[O:47])[C@@H:35]1[O:49][C:50]([CH3:52])=[O:51])=[O:31].O. (5) Given the product [F:1][C:2]([F:23])([C:17]1[CH:22]=[CH:21][CH:20]=[CH:19][CH:18]=1)[CH2:3][NH:4][C:5]1[C:6](=[O:16])[N:7]([CH2:12][CH2:13][CH2:14][Br:25])[C:8]([CH3:11])=[CH:9][N:10]=1, predict the reactants needed to synthesize it. The reactants are: [F:1][C:2]([F:23])([C:17]1[CH:22]=[CH:21][CH:20]=[CH:19][CH:18]=1)[CH2:3][NH:4][C:5]1[C:6](=[O:16])[N:7]([CH2:12][CH2:13][CH2:14]O)[C:8]([CH3:11])=[CH:9][N:10]=1.C(Br)(Br)(Br)[Br:25].C1(P(C2C=CC=CC=2)C2C=CC=CC=2)C=CC=CC=1. (6) Given the product [CH3:15][NH:14][C:12](=[O:13])[C:11](=[N:10][O:9][CH2:23][C:24]1[N:29]=[C:28]([NH:30][C:31](=[O:37])[O:32][C:33]([CH3:35])([CH3:34])[CH3:36])[CH:27]=[CH:26][CH:25]=1)[C:16]1[CH:21]=[CH:20][CH:19]=[CH:18][CH:17]=1, predict the reactants needed to synthesize it. The reactants are: C(=O)([O-])[O-].[Cs+].[Cs+].[I-].[K+].[OH:9][N:10]=[C:11]([C:16]1[CH:21]=[CH:20][CH:19]=[CH:18][CH:17]=1)[C:12]([NH:14][CH3:15])=[O:13].Cl[CH2:23][C:24]1[N:29]=[C:28]([NH:30][C:31](=[O:37])[O:32][C:33]([CH3:36])([CH3:35])[CH3:34])[CH:27]=[CH:26][CH:25]=1. (7) Given the product [C:20]([O:19][C:17]([N:14]1[CH2:15][CH2:16][N:11]([S:8]([C:5]2[CH:6]=[CH:7][C:2]([C:27]3[CH:32]=[CH:31][N:30]=[CH:29][CH:28]=3)=[CH:3][CH:4]=2)(=[O:10])=[O:9])[CH2:12][CH2:13]1)=[O:18])([CH3:23])([CH3:22])[CH3:21], predict the reactants needed to synthesize it. The reactants are: Br[C:2]1[CH:7]=[CH:6][C:5]([S:8]([N:11]2[CH2:16][CH2:15][N:14]([C:17]([O:19][C:20]([CH3:23])([CH3:22])[CH3:21])=[O:18])[CH2:13][CH2:12]2)(=[O:10])=[O:9])=[CH:4][CH:3]=1.C(B(CC)[C:27]1[CH:32]=[CH:31][N:30]=[CH:29][CH:28]=1)C.[OH-].[K+]. (8) Given the product [C:12]([C:11]1[CH:14]=[CH:15][C:16]([O:17][CH:18]2[CH2:19][CH2:20][N:21]([C:24]3[N:25]=[C:26]4[CH2:37][CH2:36][N:35]([C:47]([N:46]([CH3:50])[CH3:45])=[O:48])[CH2:34][C:27]4=[N:28][C:29]=3[NH:30][CH:31]([CH3:33])[CH3:32])[CH2:22][CH2:23]2)=[C:9]([F:8])[CH:10]=1)#[N:13], predict the reactants needed to synthesize it. The reactants are: OC(C(F)(F)F)=O.[F:8][C:9]1[CH:10]=[C:11]([CH:14]=[CH:15][C:16]=1[O:17][CH:18]1[CH2:23][CH2:22][N:21]([C:24]2[N:25]=[C:26]3[CH2:37][CH2:36][NH:35][CH2:34][C:27]3=[N:28][C:29]=2[NH:30][CH:31]([CH3:33])[CH3:32])[CH2:20][CH2:19]1)[C:12]#[N:13].C(N(CC)CC)C.[CH3:45][N:46]([CH3:50])[C:47](Cl)=[O:48]. (9) Given the product [F:28][C:25]1[CH:26]=[CH:27][C:22]([N:18]2[CH:17]=[CH:16][C:15]([CH:13]([C:11]3[CH:10]=[CH:9][C:8]4[N:4]([CH2:3][O:2][CH3:1])[C:5](=[O:20])[S:6][C:7]=4[CH:12]=3)[CH3:14])=[N:19]2)=[N:23][CH:24]=1, predict the reactants needed to synthesize it. The reactants are: [CH3:1][O:2][CH2:3][N:4]1[C:8]2[CH:9]=[CH:10][C:11]([CH:13]([C:15]3[NH:19][N:18]=[CH:17][CH:16]=3)[CH3:14])=[CH:12][C:7]=2[S:6][C:5]1=[O:20].F[C:22]1[CH:27]=[CH:26][C:25]([F:28])=[CH:24][N:23]=1.C(=O)([O-])[O-].[Cs+].[Cs+]. (10) Given the product [CH3:1][O:2][C:3]([C:5]1[C:6]([OH:14])=[N:7][S:8][C:9]=1[S:10]([CH3:13])(=[O:12])=[O:11])=[O:4], predict the reactants needed to synthesize it. The reactants are: [CH3:1][O:2][C:3]([C:5]1[C:6]([O:14]C(OC)=O)=[N:7][S:8][C:9]=1[S:10]([CH3:13])(=[O:12])=[O:11])=[O:4].ClCCl.CO.S(=O)(=O)(O)O.